This data is from Full USPTO retrosynthesis dataset with 1.9M reactions from patents (1976-2016). The task is: Predict the reactants needed to synthesize the given product. (1) Given the product [NH2:26][C:25]1[CH:24]=[CH:23][C:11]([O:12][C:13]2[CH:14]=[C:15]([CH:20]=[CH:21][CH:22]=2)[C:16]([O:18][CH3:19])=[O:17])=[CH:10][C:9]=1[OH:8], predict the reactants needed to synthesize it. The reactants are: C([O:8][C:9]1[CH:10]=[C:11]([CH:23]=[CH:24][C:25]=1[N+:26]([O-])=O)[O:12][C:13]1[CH:14]=[C:15]([CH:20]=[CH:21][CH:22]=1)[C:16]([O:18][CH3:19])=[O:17])C1C=CC=CC=1.CO. (2) Given the product [CH:14]1([C:12]([N:11]2[C:6]3[CH:5]=[C:4]([C:17]([F:20])([F:19])[F:18])[CH:3]=[C:2]([C:29]4[O:33][CH:32]=[N:31][CH:30]=4)[C:7]=3[O:8][CH2:9][CH2:10]2)=[O:13])[CH2:16][CH2:15]1, predict the reactants needed to synthesize it. The reactants are: Br[C:2]1[C:7]2[O:8][CH2:9][CH2:10][N:11]([C:12]([CH:14]3[CH2:16][CH2:15]3)=[O:13])[C:6]=2[CH:5]=[C:4]([C:17]([F:20])([F:19])[F:18])[CH:3]=1.CC1(C)C(C)(C)OB([C:29]2[O:33][C:32]([Si](C(C)C)(C(C)C)C(C)C)=[N:31][CH:30]=2)O1.C(=O)([O-])[O-].[K+].[K+].[Cl-].[NH4+].